This data is from Forward reaction prediction with 1.9M reactions from USPTO patents (1976-2016). The task is: Predict the product of the given reaction. (1) Given the reactants [N+:1]([C:4]1[CH:13]=[C:12]2[C:7]([CH2:8][CH2:9][CH2:10][C:11]2=O)=[CH:6][CH:5]=1)([O-:3])=[O:2].[BH4-].[Na+].C1(C)C=CC=CC=1.O, predict the reaction product. The product is: [N+:1]([C:4]1[CH:13]=[C:12]2[C:7](=[CH:6][CH:5]=1)[CH2:8][CH2:9][CH:10]=[CH:11]2)([O-:3])=[O:2]. (2) Given the reactants [F:1][C:2]([F:30])([F:29])[C:3]1[CH:4]=[C:5]([CH:13]([OH:28])[C:14]([NH:17][C:18](=[O:27])OCC2C=CC=CC=2)([CH3:16])[CH3:15])[CH:6]=[C:7]([C:9]([F:12])([F:11])[F:10])[CH:8]=1.[H-].[Na+].Br[CH2:34][C:35]1[CH:40]=[C:39]([C:41]([F:44])([F:43])[F:42])[CH:38]=[CH:37][C:36]=1[C:45]1[CH:46]=[C:47]([C:53]2[CH:58]=[CH:57][C:56]([C:59]([O:61]C)=[O:60])=[CH:55][C:54]=2[CH3:63])[CH:48]=[CH:49][C:50]=1[O:51][CH3:52], predict the reaction product. The product is: [F:1][C:2]([F:30])([F:29])[C:3]1[CH:4]=[C:5]([CH:13]2[O:28][C:18](=[O:27])[N:17]([CH2:34][C:35]3[CH:40]=[C:39]([C:41]([F:44])([F:43])[F:42])[CH:38]=[CH:37][C:36]=3[C:45]3[CH:46]=[C:47]([C:53]4[CH:58]=[CH:57][C:56]([C:59]([OH:61])=[O:60])=[CH:55][C:54]=4[CH3:63])[CH:48]=[CH:49][C:50]=3[O:51][CH3:52])[C:14]2([CH3:16])[CH3:15])[CH:6]=[C:7]([C:9]([F:11])([F:12])[F:10])[CH:8]=1. (3) Given the reactants Cl.[CH3:2][NH:3][CH2:4][CH2:5][C@H:6]1[CH2:11][CH2:10][C@H:9]([CH2:12][O:13][S:14]([CH3:17])(=[O:16])=[O:15])[CH2:8][CH2:7]1.[Cl:18][C:19]1[CH:24]=[CH:23][C:22]([S:25](Cl)(=[O:27])=[O:26])=[CH:21][CH:20]=1, predict the reaction product. The product is: [Cl:18][C:19]1[CH:24]=[CH:23][C:22]([S:25]([N:3]([CH3:2])[CH2:4][CH2:5][C@H:6]2[CH2:11][CH2:10][C@H:9]([CH2:12][O:13][S:14]([CH3:17])(=[O:16])=[O:15])[CH2:8][CH2:7]2)(=[O:27])=[O:26])=[CH:21][CH:20]=1. (4) The product is: [NH2:26][C:5]([CH2:8][N:9]1[CH2:17][C:16]2[C:11](=[CH:12][CH:13]=[C:14]([CH2:18][CH2:19][CH2:20][CH2:21][CH2:22][CH2:23][CH2:24][CH3:25])[CH:15]=2)[CH2:10]1)([CH2:6][OH:7])[CH2:4][OH:3]. Given the reactants CC1(C)[O:7][CH2:6][C:5]([NH:26]C(=O)OC(C)(C)C)([CH2:8][N:9]2[CH2:17][C:16]3[C:11](=[CH:12][CH:13]=[C:14]([CH2:18][CH2:19][CH2:20][CH2:21][CH2:22][CH2:23][CH2:24][CH3:25])[CH:15]=3)[CH2:10]2)[CH2:4][O:3]1.CC1(C)OCC(NC(=O)OC(C)(C)C)(CNC2C=CC(CCCCCCCC)=CC=2)CO1, predict the reaction product. (5) Given the reactants Br[CH2:2][CH:3]([O:6][CH3:7])[O:4][CH3:5].[Br:8][C:9]1[CH:10]=[C:11]([SH:15])[CH:12]=[CH:13][CH:14]=1.[OH-].[K+], predict the reaction product. The product is: [Br:8][C:9]1[CH:10]=[C:11]([S:15][CH2:2][CH:3]([O:6][CH3:7])[O:4][CH3:5])[CH:12]=[CH:13][CH:14]=1. (6) Given the reactants [Cl:1][C:2]1[CH:3]=[C:4]([C:12]2[CH:13]=[C:14]([C:31]([NH2:33])=[O:32])[C:15]3[NH:16][C:17]4[CH:18]=[C:19]([N:25]5[CH2:30][CH2:29][O:28][CH2:27][CH2:26]5)[CH:20]=[CH:21][C:22]=4[C:23]=3[N:24]=2)[CH:5]=[CH:6][C:7]=1[O:8][CH2:9][CH2:10]Cl.[I-].[K+].C([O-])([O-])=O.[K+].[K+].[CH2:42]1[CH2:48][O:47][CH2:46][CH2:45][NH:44][CH2:43]1.Cl.C(O)(C(F)(F)F)=O.N, predict the reaction product. The product is: [O:47]1[CH2:48][CH2:42][CH2:43][N:44]([CH2:10][CH2:9][O:8][C:7]2[CH:6]=[CH:5][C:4]([C:12]3[CH:13]=[C:14]([C:31]([NH2:33])=[O:32])[C:15]4[NH:16][C:17]5[CH:18]=[C:19]([N:25]6[CH2:30][CH2:29][O:28][CH2:27][CH2:26]6)[CH:20]=[CH:21][C:22]=5[C:23]=4[N:24]=3)=[CH:3][C:2]=2[Cl:1])[CH2:45][CH2:46]1. (7) The product is: [I:31][C:32]1[CH:33]=[C:34]2[C:39](=[CH:40][CH:41]=1)[C:38]1=[N:42][O:43][C:55]([C:52]3[C:51]([C:59]([F:60])([F:61])[F:62])=[C:50]([C:44]4[CH:49]=[CH:48][CH:47]=[CH:46][CH:45]=4)[O:54][N:53]=3)=[C:37]1[CH2:36][CH2:35]2. Given the reactants C1(N2C(C(F)(F)F)=C(C3ON=C4C5C(CCC=34)=CC(C=C)=CC=5)C=N2)C=CC=CC=1.[I:31][C:32]1[CH:33]=[C:34]2[C:39](=[CH:40][CH:41]=1)/[C:38](=[N:42]/[OH:43])/[CH2:37][CH2:36][CH2:35]2.[C:44]1([C:50]2[O:54][N:53]=[C:52]([C:55](OC)=O)[C:51]=2[C:59]([F:62])([F:61])[F:60])[CH:49]=[CH:48][CH:47]=[CH:46][CH:45]=1, predict the reaction product. (8) Given the reactants [CH2:1]([NH:8][CH:9]([CH:15]([CH3:17])[CH3:16])[CH2:10][C:11]([O:13]C)=[O:12])[C:2]1[CH:7]=[CH:6][CH:5]=[CH:4][CH:3]=1.NC(C(C)C)CC(O)=O.N[C@@H](C(C)C)CC(O)=O, predict the reaction product. The product is: [CH2:1]([NH:8][CH:9]([CH:15]([CH3:17])[CH3:16])[CH2:10][C:11]([OH:13])=[O:12])[C:2]1[CH:7]=[CH:6][CH:5]=[CH:4][CH:3]=1. (9) Given the reactants [NH2:1][C:2]1[CH:3]=[C:4]([NH:8][C:9]([NH:11][C:12]2[CH:17]=[CH:16][CH:15]=[CH:14][CH:13]=2)=[O:10])[CH:5]=[CH:6][CH:7]=1.C(N(CC)CC)C.[C:25]1([S:31](Cl)(=[O:33])=[O:32])[CH:30]=[CH:29][CH:28]=[CH:27][CH:26]=1, predict the reaction product. The product is: [C:12]1([NH:11][C:9](=[O:10])[NH:8][C:4]2[CH:3]=[C:2]([NH:1][S:31]([C:25]3[CH:30]=[CH:29][CH:28]=[CH:27][CH:26]=3)(=[O:33])=[O:32])[CH:7]=[CH:6][CH:5]=2)[CH:13]=[CH:14][CH:15]=[CH:16][CH:17]=1. (10) The product is: [C:16]([O:20][C:21]([N:23]1[CH2:28][CH2:27][CH:26]([NH:29][C:30]2[CH:35]=[C:34]([N:12]3[C:13]4[C:9](=[CH:8][C:7]([S:4]([CH3:3])(=[O:6])=[O:5])=[CH:15][CH:14]=4)[CH2:10][CH2:11]3)[N:33]=[CH:32][N:31]=2)[CH2:25][CH2:24]1)=[O:22])([CH3:19])([CH3:17])[CH3:18]. Given the reactants [H-].[Na+].[CH3:3][S:4]([C:7]1[CH:8]=[C:9]2[C:13](=[CH:14][CH:15]=1)[NH:12][CH2:11][CH2:10]2)(=[O:6])=[O:5].[C:16]([O:20][C:21]([N:23]1[CH2:28][CH2:27][CH:26]([NH:29][C:30]2[CH:35]=[C:34](Cl)[N:33]=[CH:32][N:31]=2)[CH2:25][CH2:24]1)=[O:22])([CH3:19])([CH3:18])[CH3:17], predict the reaction product.